This data is from CYP2D6 inhibition data for predicting drug metabolism from PubChem BioAssay. The task is: Regression/Classification. Given a drug SMILES string, predict its absorption, distribution, metabolism, or excretion properties. Task type varies by dataset: regression for continuous measurements (e.g., permeability, clearance, half-life) or binary classification for categorical outcomes (e.g., BBB penetration, CYP inhibition). Dataset: cyp2d6_veith. (1) The compound is O=C(N/N=C\c1ccc([N+](=O)[O-])o1)c1ccc(O)cc1. The result is 0 (non-inhibitor). (2) The molecule is COc1ccccc1-c1cncnc1NCCN1CCOCC1. The result is 1 (inhibitor).